This data is from Catalyst prediction with 721,799 reactions and 888 catalyst types from USPTO. The task is: Predict which catalyst facilitates the given reaction. (1) Reactant: [NH2:1][C:2]1[CH:3]=[CH:4][C:5]([Br:9])=[N:6][C:7]=1[CH3:8].C(N(CC)CC)C.[CH3:17][C:18]1[N:22]([C:23]2[CH:28]=[CH:27][C:26]([C:29]([F:32])([F:31])[F:30])=[CH:25][N:24]=2)[N:21]=[CH:20][C:19]=1[C:33](Cl)=[O:34]. Product: [Br:9][C:5]1[N:6]=[C:7]([CH3:8])[C:2]([NH:1][C:33]([C:19]2[CH:20]=[N:21][N:22]([C:23]3[CH:28]=[CH:27][C:26]([C:29]([F:31])([F:32])[F:30])=[CH:25][N:24]=3)[C:18]=2[CH3:17])=[O:34])=[CH:3][CH:4]=1. The catalyst class is: 7. (2) Reactant: [NH2:1][C:2]1[N:7]=[CH:6][NH:5][C:4]2=[N:8][C:9]([Br:13])=[C:10]([C:11]#[N:12])[C:3]=12.C(O[CH:18]1[O:26][C@H:25]([CH2:27][O:28][C:29](=[O:36])[C:30]2[CH:35]=[CH:34][CH:33]=[CH:32][CH:31]=2)[C@@H:24]([CH3:37])[C@H:19]1[O:20][C:21](=[O:23])[CH3:22])(=O)C.[Si](OS(C(F)(F)F)(=O)=O)(C)(C)C. Product: [NH2:1][C:2]1[C:3]2[C:10]([C:11]#[N:12])=[C:9]([Br:13])[N:8]([C@@H:18]3[O:26][C@H:25]([CH2:27][O:28][C:29](=[O:36])[C:30]4[CH:35]=[CH:34][CH:33]=[CH:32][CH:31]=4)[C@@H:24]([CH3:37])[C@H:19]3[O:20][C:21](=[O:23])[CH3:22])[C:4]=2[N:5]=[CH:6][N:7]=1. The catalyst class is: 115. (3) Reactant: [Cl:1][C:2]1[C:7]([O:8][CH3:9])=[CH:6][C:5]([O:10][CH3:11])=[CH:4][C:3]=1[C:12]1[C:23](=[O:24])[NH:22][C:15]2[N:16]=[C:17]([S:20][CH3:21])[N:18]=[CH:19][C:14]=2[CH:13]=1.CS(O[CH2:30][CH2:31][C:32]1[CH:37]=[CH:36][C:35]([NH:38][C:39]([O:41][C:42]([CH3:45])([CH3:44])[CH3:43])=[O:40])=[CH:34][N:33]=1)(=O)=O.C([O-])([O-])=O.[K+].[K+].O. Product: [Cl:1][C:2]1[C:7]([O:8][CH3:9])=[CH:6][C:5]([O:10][CH3:11])=[CH:4][C:3]=1[C:12]1[C:23](=[O:24])[N:22]([CH2:30][CH2:31][C:32]2[N:33]=[CH:34][C:35]([NH:38][C:39](=[O:40])[O:41][C:42]([CH3:45])([CH3:44])[CH3:43])=[CH:36][CH:37]=2)[C:15]2[N:16]=[C:17]([S:20][CH3:21])[N:18]=[CH:19][C:14]=2[CH:13]=1. The catalyst class is: 3. (4) Reactant: O[C@H](C(C)C)[C@@H](N([C:12]1[CH:17]=[CH:16][C:15]([C:18]2[CH:23]=[CH:22][CH:21]=[CH:20][CH:19]=2)=[CH:14][CH:13]=1)C(OC)=O)C(O)=O.O[C@@H:28]([CH:50]([CH3:52])[CH3:51])[C@@H:29]([N:33]([C:38]1C=CC(C2C=CC=CC=2)=CC=1)[C:34]([O:36]C)=[O:35])[C:30]([OH:32])=[O:31].CCN(CC)CC.CN(C(ON1N=NC2C=CC=CC1=2)=[N+](C)C)C.[B-](F)(F)(F)F. Product: [C:18]1([C:15]2[CH:14]=[CH:13][C:12]([O:36][C:34](=[O:35])[N:33]([CH3:38])[C@H:29]3[C:30](=[O:32])[O:31][C@@H:28]3[CH:50]([CH3:52])[CH3:51])=[CH:17][CH:16]=2)[CH:19]=[CH:20][CH:21]=[CH:22][CH:23]=1. The catalyst class is: 2. (5) Reactant: [N:1]1[C:8](Cl)=[N:7][C:5](Cl)=[N:4][C:2]=1Cl.[NH2:10][C:11]1[CH:46]=[CH:45][C:14]([O:15][CH2:16][C:17]([CH2:36][O:37][C:38]2[CH:43]=[CH:42][C:41]([NH2:44])=[CH:40][CH:39]=2)([CH2:27][O:28][C:29]2[CH:34]=[CH:33][C:32]([NH2:35])=[CH:31][CH:30]=2)[CH2:18][O:19][C:20]2[CH:25]=[CH:24][C:23]([NH2:26])=[CH:22][CH:21]=2)=[CH:13][CH:12]=1.[CH2:47]([NH2:55])[CH2:48][CH2:49][CH2:50][CH2:51][CH2:52][CH2:53][CH3:54].O. Product: [CH2:47]([NH:55][C:2]1[N:4]=[C:5]([NH:55][CH2:47][CH2:48][CH2:49][CH2:50][CH2:51][CH2:52][CH2:53][CH3:54])[N:7]=[C:8]([NH:44][C:41]2[CH:40]=[CH:39][C:38]([O:37][CH2:36][C:17]([CH2:18][O:19][C:20]3[CH:21]=[CH:22][C:23]([NH:26][C:2]4[N:4]=[C:5]([NH:55][CH2:47][CH2:48][CH2:49][CH2:50][CH2:51][CH2:52][CH2:53][CH3:54])[N:7]=[C:8]([NH:55][CH2:47][CH2:48][CH2:49][CH2:50][CH2:51][CH2:52][CH2:53][CH3:54])[N:1]=4)=[CH:24][CH:25]=3)([CH2:27][O:28][C:29]3[CH:34]=[CH:33][C:32]([NH:35][C:2]4[N:4]=[C:5]([NH:55][CH2:47][CH2:48][CH2:49][CH2:50][CH2:51][CH2:52][CH2:53][CH3:54])[N:7]=[C:8]([NH:55][CH2:47][CH2:48][CH2:49][CH2:50][CH2:51][CH2:52][CH2:53][CH3:54])[N:1]=4)=[CH:31][CH:30]=3)[CH2:16][O:15][C:14]3[CH:13]=[CH:12][C:11]([NH:10][C:2]4[N:4]=[C:5]([NH:55][CH2:47][CH2:48][CH2:49][CH2:50][CH2:51][CH2:52][CH2:53][CH3:54])[N:7]=[C:8]([NH:55][CH2:47][CH2:48][CH2:49][CH2:50][CH2:51][CH2:52][CH2:53][CH3:54])[N:1]=4)=[CH:46][CH:45]=3)=[CH:43][CH:42]=2)[N:1]=1)[CH2:48][CH2:49][CH2:50][CH2:51][CH2:52][CH2:53][CH3:54]. The catalyst class is: 7. (6) Reactant: [CH:1]([O:4][C:5]1[CH:6]=[C:7]([CH:26]=[C:27]([O:29][C:30]2[CH:35]=[CH:34][C:33]([S:36]([CH3:39])(=[O:38])=[O:37])=[CH:32][CH:31]=2)[CH:28]=1)[C:8]([NH:10][C:11]1[CH:16]=[N:15][C:14]([CH2:17][P:18](=[O:25])([O:22]CC)[O:19]CC)=[CH:13][N:12]=1)=[O:9])([CH3:3])[CH3:2].[Br:40][Si](C)(C)C. Product: [BrH:40].[CH:1]([O:4][C:5]1[CH:6]=[C:7]([CH:26]=[C:27]([O:29][C:30]2[CH:35]=[CH:34][C:33]([S:36]([CH3:39])(=[O:38])=[O:37])=[CH:32][CH:31]=2)[CH:28]=1)[C:8]([NH:10][C:11]1[N:12]=[CH:13][C:14]([CH2:17][P:18](=[O:19])([OH:22])[OH:25])=[N:15][CH:16]=1)=[O:9])([CH3:3])[CH3:2]. The catalyst class is: 2. (7) Reactant: CS(O[CH:6]1[CH2:9][CH:8]([C:10]([O:12][CH3:13])=[O:11])[CH2:7]1)(=O)=O.C([O-])([O-])=O.[K+].[K+].[F:20][C:21]([F:30])([F:29])[C:22]1[CH:23]=[C:24]([SH:28])[CH:25]=[CH:26][CH:27]=1. Product: [F:30][C:21]([F:20])([F:29])[C:22]1[CH:23]=[C:24]([S:28][C@@H:6]2[CH2:7][C@H:8]([C:10]([O:12][CH3:13])=[O:11])[CH2:9]2)[CH:25]=[CH:26][CH:27]=1. The catalyst class is: 215.